From a dataset of Aqueous solubility values for 9,982 compounds from the AqSolDB database. Regression/Classification. Given a drug SMILES string, predict its absorption, distribution, metabolism, or excretion properties. Task type varies by dataset: regression for continuous measurements (e.g., permeability, clearance, half-life) or binary classification for categorical outcomes (e.g., BBB penetration, CYP inhibition). For this dataset (solubility_aqsoldb), we predict Y. The compound is O=C1CCCCCCCCCCCC(=O)OCCO1. The Y is -4.26 log mol/L.